This data is from Full USPTO retrosynthesis dataset with 1.9M reactions from patents (1976-2016). The task is: Predict the reactants needed to synthesize the given product. (1) Given the product [Cl:1][C:2]1[CH:3]=[N:4][C:5]2[N:6]([N:8]=[C:9]([C:11]([N:23]3[CH2:22][CH2:21][C:20]4[C:25](=[C:16]([O:15][CH3:14])[CH:17]=[CH:18][CH:19]=4)[N:24]3[CH3:26])=[O:13])[CH:10]=2)[CH:7]=1, predict the reactants needed to synthesize it. The reactants are: [Cl:1][C:2]1[CH:3]=[N:4][C:5]2[N:6]([N:8]=[C:9]([C:11]([OH:13])=O)[CH:10]=2)[CH:7]=1.[CH3:14][O:15][C:16]1[CH:17]=[CH:18][CH:19]=[C:20]2[C:25]=1[N:24]([CH3:26])[NH:23][CH2:22][CH2:21]2. (2) Given the product [Cl:17][C:18]1[CH:23]=[C:22]([O:1][CH:2]2[CH2:3][CH2:4][N:5]([C:8]([O:10][C:11]([CH3:14])([CH3:13])[CH3:12])=[O:9])[CH2:6][CH2:7]2)[CH:21]=[CH:20][N:19]=1, predict the reactants needed to synthesize it. The reactants are: [OH:1][CH:2]1[CH2:7][CH2:6][N:5]([C:8]([O:10][C:11]([CH3:14])([CH3:13])[CH3:12])=[O:9])[CH2:4][CH2:3]1.[H-].[Na+].[Cl:17][C:18]1[CH:23]=[C:22]([N+]([O-])=O)[CH:21]=[CH:20][N:19]=1. (3) The reactants are: [Br:1][C:2]1[CH:10]=[CH:9][C:5]([CH:6]=[N:7][OH:8])=[CH:4][C:3]=1[CH3:11].ClN1C(=O)CCC1=O.[Cl:20][C:21]1[CH:26]=[C:25]([C:27]([C:29]([F:32])([F:31])[F:30])=[CH2:28])[CH:24]=[C:23]([Cl:33])[CH:22]=1.C(N(CC)CC)C. Given the product [Br:1][C:2]1[CH:10]=[CH:9][C:5]([C:6]2[CH2:28][C:27]([C:25]3[CH:24]=[C:23]([Cl:33])[CH:22]=[C:21]([Cl:20])[CH:26]=3)([C:29]([F:30])([F:32])[F:31])[O:8][N:7]=2)=[CH:4][C:3]=1[CH3:11], predict the reactants needed to synthesize it. (4) Given the product [Cl:1][C:2]1[CH:3]=[CH:4][C:5]([C:8]2[C:9]([C:11]3[CH:16]=[CH:15][C:14]([Cl:17])=[CH:13][C:12]=3[Cl:18])=[N:26][C:24]([CH3:25])=[N:27][CH:19]=2)=[CH:6][CH:7]=1, predict the reactants needed to synthesize it. The reactants are: [Cl:1][C:2]1[CH:7]=[CH:6][C:5]([C:8](=[CH:19]N(C)C)[C:9]([C:11]2[CH:16]=[CH:15][C:14]([Cl:17])=[CH:13][C:12]=2[Cl:18])=O)=[CH:4][CH:3]=1.Cl.[C:24]([NH2:27])(=[NH:26])[CH3:25].CC(C)([O-])C.[K+]. (5) Given the product [CH3:16][O:15][C:12]1[CH:13]=[CH:14][C:9]([NH:8][C:4]2[CH:3]=[C:2]([NH:21][CH3:20])[N:7]=[CH:6][N:5]=2)=[CH:10][CH:11]=1, predict the reactants needed to synthesize it. The reactants are: Cl[C:2]1[N:7]=[CH:6][N:5]=[C:4]([NH:8][C:9]2[CH:14]=[CH:13][C:12]([O:15][CH3:16])=[CH:11][CH:10]=2)[CH:3]=1.CN.C[CH2:20][N:21](C(C)C)C(C)C. (6) Given the product [C:16]([Si:20]([CH3:23])([CH3:22])[O:8][CH2:7][CH:3]1[CH2:4][CH2:5][CH2:6][NH:1][CH2:2]1)([CH3:19])([CH3:18])[CH3:17], predict the reactants needed to synthesize it. The reactants are: [NH:1]1[CH2:6][CH2:5][CH2:4][CH:3]([CH2:7][OH:8])[CH2:2]1.C(N(CC)CC)C.[C:16]([Si:20]([CH3:23])([CH3:22])Cl)([CH3:19])([CH3:18])[CH3:17]. (7) Given the product [CH2:13]([O:12][CH:4]([O:3][CH2:1][CH3:2])[C:5]#[C:6][C:7](=[O:11])[CH:8]([CH3:9])[CH3:10])[CH3:14], predict the reactants needed to synthesize it. The reactants are: [CH2:1]([O:3][CH:4]([O:12][CH2:13][CH3:14])[C:5]#[C:6][CH:7]([OH:11])[CH:8]([CH3:10])[CH3:9])[CH3:2]. (8) Given the product [CH3:8][O:9][C:10]1[CH:11]=[CH:12][C:13]([CH2:14][N:15]2[CH:19]=[C:18]([C:20]3[CH:21]=[C:22]4[N:27]([C:28]5[CH:29]=[C:30]([NH:31][C:47](=[O:48])[C:46]6[CH:50]=[C:51]([C:53]([F:54])([F:55])[F:56])[CH:52]=[C:44]([N:40]7[CH:41]=[CH:42][N:43]=[C:39]7[CH3:38])[CH:45]=6)[CH:32]=[CH:33][C:34]=5[CH3:35])[CH:26]=[CH:25][N:23]4[N:24]=3)[CH:17]=[N:16]2)=[CH:36][CH:37]=1, predict the reactants needed to synthesize it. The reactants are: FC(F)(F)C(O)=O.[CH3:8][O:9][C:10]1[CH:37]=[CH:36][C:13]([CH2:14][N:15]2[CH:19]=[C:18]([C:20]3[CH:21]=[C:22]4[N:27]([C:28]5[CH:29]=[C:30]([CH:32]=[CH:33][C:34]=5[CH3:35])[NH2:31])[CH:26]=[CH:25][N:23]4[N:24]=3)[CH:17]=[N:16]2)=[CH:12][CH:11]=1.[CH3:38][C:39]1[N:40]([C:44]2[CH:45]=[C:46]([CH:50]=[C:51]([C:53]([F:56])([F:55])[F:54])[CH:52]=2)[C:47](O)=[O:48])[CH:41]=[CH:42][N:43]=1.